From a dataset of Cav3 T-type calcium channel HTS with 100,875 compounds. Binary Classification. Given a drug SMILES string, predict its activity (active/inactive) in a high-throughput screening assay against a specified biological target. (1) The molecule is Brc1ccc(c2n3cc(sc3nn2)CN2CCC3(OCCO3)CC2)cc1. The result is 0 (inactive). (2) The drug is O=C(Nc1c2c(nc(cc2)C)ccc1)C1CC1. The result is 0 (inactive).